The task is: Predict which catalyst facilitates the given reaction.. This data is from Catalyst prediction with 721,799 reactions and 888 catalyst types from USPTO. (1) Reactant: [C:1]([N:4]1[C:13]2[C:8](=[CH:9][C:10]([C:14]([NH:16][CH3:17])=[O:15])=[CH:11][CH:12]=2)[CH:7]([NH2:18])[CH:6]([CH3:19])[CH:5]1[CH2:20][CH3:21])(=[O:3])[CH3:2].Cl[C:23]1[N:24]=[CH:25][C:26]([C:29]#[N:30])=[N:27][CH:28]=1.CCN(C(C)C)C(C)C. Product: [C:1]([N:4]1[C:13]2[C:8](=[CH:9][C:10]([C:14]([NH:16][CH3:17])=[O:15])=[CH:11][CH:12]=2)[CH:7]([NH:18][C:23]2[CH:28]=[N:27][C:26]([C:29]#[N:30])=[CH:25][N:24]=2)[CH:6]([CH3:19])[CH:5]1[CH2:20][CH3:21])(=[O:3])[CH3:2]. The catalyst class is: 37. (2) Reactant: [Br:1][CH2:2][CH2:3][CH2:4][CH2:5][C:6]([CH3:18])([C:12]1[CH:17]=[CH:16][CH:15]=[CH:14][CH:13]=1)[C:7](OCC)=[O:8].[Li+].[BH4-].CO. Product: [Br:1][CH2:2][CH2:3][CH2:4][CH2:5][C:6]([CH3:18])([C:12]1[CH:13]=[CH:14][CH:15]=[CH:16][CH:17]=1)[CH2:7][OH:8]. The catalyst class is: 2.